This data is from Peptide-MHC class I binding affinity with 185,985 pairs from IEDB/IMGT. The task is: Regression. Given a peptide amino acid sequence and an MHC pseudo amino acid sequence, predict their binding affinity value. This is MHC class I binding data. The peptide sequence is KRLLLKLDF. The MHC is HLA-A11:01 with pseudo-sequence HLA-A11:01. The binding affinity (normalized) is 0.0847.